This data is from hERG Central: cardiac toxicity at 1µM, 10µM, and general inhibition. The task is: Predict hERG channel inhibition at various concentrations. (1) The molecule is CCOC(=O)N1CCN(Cc2nc3cc([N+](=O)[O-])ccc3n2CC)CC1. Results: hERG_inhib (hERG inhibition (general)): blocker. (2) The compound is O=C(c1ccc(N2CCN(C3CC(=O)N(c4ccc(F)cc4)C3=O)CC2)cc1)c1cccnc1. Results: hERG_inhib (hERG inhibition (general)): blocker. (3) The molecule is COc1cc(CN2CCC(Cc3ccccc3)CC2)cc(OC)c1OC.O=C(O)C(=O)O. Results: hERG_inhib (hERG inhibition (general)): blocker. (4) Results: hERG_inhib (hERG inhibition (general)): blocker. The molecule is Cn1c(=O)c2c(nc(SCCN3CCCCC3)n2Cc2ccc(Cl)cc2)n(C)c1=O. (5) The compound is CCOc1ccc(Nc2nc(N)c([N+](=O)[O-])c(N3CCN(CC)CC3)n2)cc1. Results: hERG_inhib (hERG inhibition (general)): blocker. (6) The drug is CCCC(=O)N1CCN(c2nc(CC(C)C)c3c(c2C#N)CCC3)CC1. Results: hERG_inhib (hERG inhibition (general)): blocker.